Dataset: Forward reaction prediction with 1.9M reactions from USPTO patents (1976-2016). Task: Predict the product of the given reaction. (1) Given the reactants [F:1][C:2]1[N:7]2[CH:8]=[C:9]([CH:11]=O)[N:10]=[C:6]2[CH:5]=[CH:4][CH:3]=1.[CH3:13][O:14][C:15]1[CH:20]=[CH:19][C:18]([C@@H:21]([NH:23][C@@H:24]2[C:33]3[N:32]=[CH:31][CH:30]=[CH:29][C:28]=3[CH2:27][CH2:26][CH2:25]2)[CH3:22])=[CH:17][CH:16]=1.C(O)(=O)C.C(O[BH-](OC(=O)C)OC(=O)C)(=O)C.[Na+], predict the reaction product. The product is: [F:1][C:2]1[N:7]2[CH:8]=[C:9]([CH2:11][N:23]([C@H:21]([C:18]3[CH:19]=[CH:20][C:15]([O:14][CH3:13])=[CH:16][CH:17]=3)[CH3:22])[C@@H:24]3[C:33]4[N:32]=[CH:31][CH:30]=[CH:29][C:28]=4[CH2:27][CH2:26][CH2:25]3)[N:10]=[C:6]2[CH:5]=[CH:4][CH:3]=1. (2) Given the reactants C[O:2][C:3]([C:5]1[NH:6][CH:7]=[C:8]([CH:10]([CH3:12])[CH3:11])[CH:9]=1)=[O:4].[OH-].[Na+], predict the reaction product. The product is: [CH:10]([C:8]1[CH:9]=[C:5]([C:3]([OH:4])=[O:2])[NH:6][CH:7]=1)([CH3:12])[CH3:11]. (3) Given the reactants [CH2:1]([O:8][C:9]1[CH:10]=[CH:11][C:12]([Br:16])=[C:13]([CH:15]=1)[NH2:14])[C:2]1[CH:7]=[CH:6][CH:5]=[CH:4][CH:3]=1.[CH:17]1([C:22](O)=[O:23])[CH2:21][CH2:20][CH2:19][CH2:18]1.CCN=C=NCCCN(C)C, predict the reaction product. The product is: [CH2:1]([O:8][C:9]1[CH:10]=[CH:11][C:12]([Br:16])=[C:13]([NH:14][C:22]([CH:17]2[CH2:21][CH2:20][CH2:19][CH2:18]2)=[O:23])[CH:15]=1)[C:2]1[CH:3]=[CH:4][CH:5]=[CH:6][CH:7]=1.